This data is from Reaction yield outcomes from USPTO patents with 853,638 reactions. The task is: Predict the reaction yield, written as a fraction of the theoretical maximum amount of product (1.0 means a 100% yield; for example, 0.34 means a 34% yield). (1) The reactants are [NH2:1][C:2]1[C:3](Cl)=[N:4][CH:5]=[N:6][C:7]=1[Cl:8].[C:10](Cl)(=[O:17])[C:11]1[CH:16]=[CH:15][CH:14]=[CH:13][CH:12]=1. The yield is 0.775. The product is [Cl:8][C:7]1[C:2]2[N:1]=[C:10]([C:11]3[CH:16]=[CH:15][CH:14]=[CH:13][CH:12]=3)[O:17][C:3]=2[N:4]=[CH:5][N:6]=1. No catalyst specified. (2) The reactants are [NH2:1][C@:2]1([CH2:21][OH:22])[CH2:6][CH2:5][C@H:4]([C:7]2[CH:12]=[CH:11][C:10]([CH2:13][CH2:14][CH2:15][CH2:16][CH2:17][CH2:18][CH2:19][CH3:20])=[CH:9][CH:8]=2)[CH2:3]1.N1C=CC=CC=1.[C:29](O[C:29]([O:31][C:32]([CH3:35])([CH3:34])[CH3:33])=[O:30])([O:31][C:32]([CH3:35])([CH3:34])[CH3:33])=[O:30].[O-][Mn](=O)(=O)=O.[K+]. The catalyst is C1COCC1.O.C(OCC)(=O)C.CCOC(C)=O.CCCCCCC. The product is [OH:22][CH2:21][C@@:2]1([NH:1][C:29](=[O:30])[O:31][C:32]([CH3:35])([CH3:34])[CH3:33])[CH2:6][CH2:5][C@H:4]([C:7]2[CH:8]=[CH:9][C:10]([CH2:13][CH2:14][CH2:15][CH2:16][CH2:17][CH2:18][CH2:19][CH3:20])=[CH:11][CH:12]=2)[CH2:3]1. The yield is 0.651. (3) The reactants are [CH:1]1([CH2:6][CH:7]([C:16]2[CH:21]=[CH:20][C:19]([S:22]([CH3:25])(=[O:24])=[O:23])=[C:18]([N+:26]([O-])=O)[CH:17]=2)[C:8]([NH:10][C:11]2[S:12][CH:13]=[CH:14][N:15]=2)=[O:9])[CH2:5][CH2:4][CH2:3][CH2:2]1.[Cl-].[NH4+]. The catalyst is CO.O.[Zn]. The product is [NH2:26][C:18]1[CH:17]=[C:16]([CH:7]([CH2:6][CH:1]2[CH2:2][CH2:3][CH2:4][CH2:5]2)[C:8]([NH:10][C:11]2[S:12][CH:13]=[CH:14][N:15]=2)=[O:9])[CH:21]=[CH:20][C:19]=1[S:22]([CH3:25])(=[O:23])=[O:24]. The yield is 0.430.